Binary Classification. Given a miRNA mature sequence and a target amino acid sequence, predict their likelihood of interaction. From a dataset of Experimentally validated miRNA-target interactions with 360,000+ pairs, plus equal number of negative samples. (1) The miRNA is hsa-miR-186-3p with sequence GCCCAAAGGUGAAUUUUUUGGG. The protein sequence of the target gene is MILLQHAVLPPPKQPSPSPPMSVATRSTGTLQLPPQKPFGQEASLPLAGEEELSKGGEQDCALEELCKPLYCKLCNVTLNSAQQAQAHYQGKNHGKKLRNYYAANSCPPPARMSNVVEPAATPVVPVPPQMGSFKPGGRVILATENDYCKLCDASFSSPAVAQAHYQGKNHAKRLRLAEAQSNSFSESSELGQRRARKEGNEFKMMPNRRNMYTVQNNSAGPYFNPRSRQRIPRDLAMCVTPSGQFYCSMCNVGAGEEMEFRQHLESKQHKSKVSEQRYRNEMENLGYV. Result: 1 (interaction). (2) The protein sequence of the target gene is MALALLEDWCRIMSVDEQKSLMVTGIPADFEEAEIQEVLQETLKSLGRYRLLGKIFRKQENANAVLLELLEDTDVSAIPSEVQGKGGVWKVIFKTPNQDTEFLERLNLFLEKEGQTVSGMFRALGQEGVSPATVPCISPELLAHLLGQAMAHAPQPLLPMRYRKLRVFSGSAVPAPEEESFEVWLEQATEIVKEWPVTEAEKKRWLAESLRGPALDLMHIVQADNPSISVEECLEAFKQVFGSLESRRTAQVRYLKTYQEEGEKVSAYVLRLETLLRRAVEKRAIPRRIADQVRLEQVMA.... Result: 1 (interaction). The miRNA is hsa-miR-30a-5p with sequence UGUAAACAUCCUCGACUGGAAG. (3) The miRNA is mmu-miR-758-3p with sequence UUUGUGACCUGGUCCACUA. The protein sequence of the target gene is MRRAAGMEDYSAEEEESWYDHQDLEQDLHLAAELGKTLLERNKELEESLQQMYSTNEEQVHEIEYLTKQLDTLRLVNEQHAKVYEQLDLTARDLELTNQRLVMESKAAQQKIHGLTETIERLQSQVEELQAQVEQLRGLEQLRIRREKRERRRTIHTFPCLKELCTSSRCEDAFRLHSSSLELGPRPLEQENERLQTLVGVLRSQVSQERQRKERAEREYTVVLQEYTELERQLCEMEGCRLRVQELEAELLELQQMKQAKTYLLAREEHLAEALLAPLTQAPEADDPQPGSGDDSNAQD.... Result: 1 (interaction). (4) The miRNA is mmu-miR-497b with sequence CACCACAGUGUGGUUUGGACGUGG. The protein sequence of the target gene is MDDSTEREQSRLTSCLKKREEMKLKECVSILPRKESPSVRSSKDGKLLAATLLLALLSCCLTVVSFYQVAALQGDLASLRAELQGHHAEKLPAGAGAPKAGLEEAPAVTAGLKIFEPPAPGEGNSSQNSRNKRAVQGPEETVTQDCLQLIADSETPTIQKGSYTFVPWLLSFKRGSALEEKENKILVKETGYFFIYGQVLYTDKTYAMGHLIQRKKVHVFGDELSLVTLFRCIQNMPETLPNNSCYSAGIAKLEEGDELQLAIPRENAQISLDGDVTFFGALKLL. Result: 0 (no interaction). (5) The miRNA is hsa-miR-6895-3p with sequence UGUCUCUCGCCCUUGGCCUUAG. The protein sequence of the target gene is MALRPGAGASGAAGAGAGPGGAGSFMFPVAGGMRPPQAGLIPMQQQGFPMVSVMQPNMQGMMGMNYSSQMSQGPIAMQAGIPMGPMPAAGVPFLGQPPFLSMRPAGPQYTPDMQKQFAEEQQKRFEQQQKLLEEERKRRQFEEQKQKLRLLSSVKPKTGEKNRDDALEAIKGNLDGFSRDAKMHPTPASHPKKQGPSLEEKLLVSCDVSASGQEHIKLNTPDAGHKAIVPGSSKNCPGLMAHNRGAVDGCVSGPASAEAEKTSDQTLSKEESGVGVFPSQDPAQSRMPPWIYNESLVPDA.... Result: 0 (no interaction). (6) The miRNA is hsa-miR-599 with sequence GUUGUGUCAGUUUAUCAAAC. The protein sequence of the target gene is MGPSTPLLILFLLSWSGPLQGQQHHLVEYMERRLAALEERLAQCQDQSSRHAAELRDFKNKMLPLLEVAEKEREALRTEADTISGRVDRLEREVDYLETQNPALPCVEFDEKVTGGPGTKGKGRRNEKYDMVTDCGYTISQVRSMKILKRFGGPAGLWTKDPLGQTEKIYVLDGTQNDTAFVFPRLRDFTLAMAARKASRVRVPFPWVGTGQLVYGGFLYFARRPPGRPGGGGEMENTLQLIKFHLANRTVVDSSVFPAEGLIPPYGLTADTYIDLAADEEGLWAVYATREDDRHLCLAK.... Result: 0 (no interaction).